This data is from Forward reaction prediction with 1.9M reactions from USPTO patents (1976-2016). The task is: Predict the product of the given reaction. (1) Given the reactants C([SnH](CCCC)CCCC)CCC.I[CH2:15][CH2:16][OH:17].[C:18]([O:26][CH:27]1[CH2:32][C:31]([CH3:34])([CH3:33])[N:30]([OH:35])[C:29]([CH3:37])([CH3:36])[CH2:28]1)(=[O:25])[C:19]1[CH:24]=[CH:23][CH:22]=[CH:21][CH:20]=1.CCCCCCC, predict the reaction product. The product is: [C:18]([O:26][CH:27]1[CH2:28][C:29]([CH3:37])([CH3:36])[N:30]([O:35][CH2:15][CH2:16][OH:17])[C:31]([CH3:33])([CH3:34])[CH2:32]1)(=[O:25])[C:19]1[CH:20]=[CH:21][CH:22]=[CH:23][CH:24]=1. (2) The product is: [F:6][C:5]([F:7])([O:8][C:9]([F:11])([F:10])[C:12]([F:14])([F:13])[S:15]([O-:17])(=[O:29])=[O:16])[C:1]([F:4])([F:3])[F:2].[CH3:1][N+:21]1[C:22]([CH3:27])=[CH:23][C:24]([CH3:26])=[CH:25][C:20]=1[CH3:19]. Given the reactants [C:1]([C:5]([O:8][C:9]([C:12]([S:15](F)(=[O:17])=[O:16])([F:14])[F:13])([F:11])[F:10])([F:7])[F:6])([F:4])([F:3])[F:2].[CH3:19][C:20]1[CH:25]=[C:24]([CH3:26])[CH:23]=[C:22]([CH3:27])[N:21]=1.C[OH:29], predict the reaction product. (3) Given the reactants [Cl:1][C:2]1[CH:11]=[CH:10][C:5]2[NH:6][C:7](=[S:9])[NH:8][C:4]=2[CH:3]=1.Br[CH2:13][CH2:14][NH:15][C:16](=[O:22])[O:17][C:18]([CH3:21])([CH3:20])[CH3:19].C([O-])([O-])=O.[Cs+].[Cs+], predict the reaction product. The product is: [Cl:1][C:2]1[CH:11]=[CH:10][C:5]2[NH:6][C:7]([S:9][CH2:13][CH2:14][NH:15][C:16](=[O:22])[O:17][C:18]([CH3:21])([CH3:20])[CH3:19])=[N:8][C:4]=2[CH:3]=1. (4) Given the reactants ClCC[O:4]C1C=CC([NH2:11])=CC=1.[Cl:12][CH2:13][CH2:14][O:15][C:16]1[CH:21]=[CH:20][C:19]([N+:22]([O-])=O)=[CH:18][CH:17]=1.O.O.Cl[Sn]Cl, predict the reaction product. The product is: [NH4+:11].[OH-:4].[Cl:12][CH2:13][CH2:14][O:15][C:16]1[CH:21]=[CH:20][C:19]([NH2:22])=[CH:18][CH:17]=1. (5) The product is: [N+:1]([C:4]1[CH:12]=[CH:11][CH:10]=[C:9]2[C:5]=1[CH2:6][N:7]([C:13](=[O:16])[CH:14]=[CH2:15])[CH2:8]2)([O-:3])=[O:2]. Given the reactants [N+:1]([C:4]1[CH:12]=[CH:11][CH:10]=[C:9]2[C:5]=1[CH2:6][NH:7][CH2:8]2)([O-:3])=[O:2].[C:13](Cl)(=[O:16])[CH:14]=[CH2:15].C([O-])(O)=O.[Na+], predict the reaction product.